The task is: Predict the reaction yield, written as a fraction of the theoretical maximum amount of product (1.0 means a 100% yield; for example, 0.34 means a 34% yield).. This data is from Reaction yield outcomes from USPTO patents with 853,638 reactions. The yield is 0.720. The catalyst is ClCCl. The product is [CH2:1]([C:3]1[CH:21]=[CH:20][C:6]([O:7][C:8]2[CH:9]=[CH:10][C:11]3[N:15]=[C:14]([CH2:16][O:17][C:23]4[CH:24]=[C:25]([CH:30]=[CH:31][CH:32]=4)[C:26]([O:28][CH3:29])=[O:27])[N:13]([CH3:18])[C:12]=3[CH:19]=2)=[CH:5][CH:4]=1)[CH3:2]. The reactants are [CH2:1]([C:3]1[CH:21]=[CH:20][C:6]([O:7][C:8]2[CH:9]=[CH:10][C:11]3[N:15]=[C:14]([CH2:16][OH:17])[N:13]([CH3:18])[C:12]=3[CH:19]=2)=[CH:5][CH:4]=1)[CH3:2].O[C:23]1[CH:24]=[C:25]([CH:30]=[CH:31][CH:32]=1)[C:26]([O:28][CH3:29])=[O:27].C(P(CCCC)CCCC)CCC.N(C(N1CCCCC1)=O)=NC(N1CCCCC1)=O.